This data is from NCI-60 drug combinations with 297,098 pairs across 59 cell lines. The task is: Regression. Given two drug SMILES strings and cell line genomic features, predict the synergy score measuring deviation from expected non-interaction effect. Drug 1: C1=CC(=CC=C1C#N)C(C2=CC=C(C=C2)C#N)N3C=NC=N3. Drug 2: C(CCl)NC(=O)N(CCCl)N=O. Cell line: SK-OV-3. Synergy scores: CSS=2.35, Synergy_ZIP=0.389, Synergy_Bliss=1.48, Synergy_Loewe=-3.89, Synergy_HSA=-1.80.